From a dataset of HIV replication inhibition screening data with 41,000+ compounds from the AIDS Antiviral Screen. Binary Classification. Given a drug SMILES string, predict its activity (active/inactive) in a high-throughput screening assay against a specified biological target. (1) The drug is Oc1cc(NNc2ccc3ccccc3c2)nc(S)n1. The result is 0 (inactive). (2) The drug is CC(=O)OCSc1ncnc2c1ncn2CN1CCOCC1. The result is 0 (inactive). (3) The molecule is S=C1N=C(Cl)C2(NN1)c1ccccc1-c1ccccc12. The result is 0 (inactive). (4) The result is 0 (inactive). The drug is O=C(Cc1cc[n+]([O-])cc1)C(=O)Nc1cc(Cl)c(Cl)cc1Cl. (5) The molecule is Cc1nc(C(N)=S)sc1C(=O)C=Cc1c(O)ccc2ccccc12. The result is 0 (inactive). (6) The drug is CC(=O)NC(C)(C)C. The result is 0 (inactive).